From a dataset of Full USPTO retrosynthesis dataset with 1.9M reactions from patents (1976-2016). Predict the reactants needed to synthesize the given product. Given the product [Br:14][C:7]1[CH:8]=[C:9]([C:10]([F:11])([F:12])[F:13])[C:2]([OH:1])=[C:3]([CH:6]=1)[CH:4]=[O:5], predict the reactants needed to synthesize it. The reactants are: [OH:1][C:2]1[C:9]([C:10]([F:13])([F:12])[F:11])=[CH:8][CH:7]=[CH:6][C:3]=1[CH:4]=[O:5].[Br:14]N1C(=O)CCC1=O.